Dataset: Reaction yield outcomes from USPTO patents with 853,638 reactions. Task: Predict the reaction yield, written as a fraction of the theoretical maximum amount of product (1.0 means a 100% yield; for example, 0.34 means a 34% yield). (1) The reactants are [F:1][C:2]1[CH:7]=[CH:6][C:5]([C:8]2[O:9][C:10]3[CH:20]=[CH:19][C:18]([C:21]4[CH:22]=[C:23]([CH:27]=[CH:28][CH:29]=4)[C:24]([OH:26])=O)=[CH:17][C:11]=3[C:12]=2[C:13](=[O:16])[NH:14][CH3:15])=[CH:4][CH:3]=1.CCN=C=NCCCN(C)C.Cl.[CH3:42][NH:43][S:44]([C:47]1[CH:52]=[CH:51][CH:50]=[CH:49][CH:48]=1)(=[O:46])=[O:45].ClCCCl. The catalyst is CN(C1C=CN=CC=1)C.CN(C=O)C. The product is [F:1][C:2]1[CH:7]=[CH:6][C:5]([C:8]2[O:9][C:10]3[CH:20]=[CH:19][C:18]([C:21]4[CH:29]=[CH:28][CH:27]=[C:23]([C:24](=[O:26])[N:43]([CH3:42])[S:44]([C:47]5[CH:52]=[CH:51][CH:50]=[CH:49][CH:48]=5)(=[O:46])=[O:45])[CH:22]=4)=[CH:17][C:11]=3[C:12]=2[C:13]([NH:14][CH3:15])=[O:16])=[CH:4][CH:3]=1. The yield is 0.550. (2) The reactants are [CH:1]1[C:13]2[CH:12]([CH2:14][O:15][C:16](=[O:37])[NH:17][C:18]3[CH:23]=[CH:22][C:21]([S:24][C:25]4[CH:30]=[CH:29][C:28]([C:31](Cl)=[O:32])=[CH:27][C:26]=4[N+:34]([O-:36])=[O:35])=[CH:20][CH:19]=3)[C:11]3[C:6](=[CH:7][CH:8]=[CH:9][CH:10]=3)[C:5]=2[CH:4]=[CH:3][CH:2]=1.Cl.[NH2:39][C:40]1[S:44][N:43]=[C:42]([CH3:45])[CH:41]=1.C(N(C(C)C)CC)(C)C. The catalyst is O1CCCC1.C(OCC)(=O)C. The product is [CH:1]1[C:13]2[CH:12]([CH2:14][O:15][C:16](=[O:37])[NH:17][C:18]3[CH:23]=[CH:22][C:21]([S:24][C:25]4[CH:30]=[CH:29][C:28]([C:31](=[O:32])[NH:39][C:40]5[S:44][N:43]=[C:42]([CH3:45])[CH:41]=5)=[CH:27][C:26]=4[N+:34]([O-:36])=[O:35])=[CH:20][CH:19]=3)[C:11]3[C:6](=[CH:7][CH:8]=[CH:9][CH:10]=3)[C:5]=2[CH:4]=[CH:3][CH:2]=1. The yield is 0.610.